This data is from Drug-target binding data from BindingDB using IC50 measurements. The task is: Regression. Given a target protein amino acid sequence and a drug SMILES string, predict the binding affinity score between them. We predict pIC50 (pIC50 = -log10(IC50 in M); higher means more potent). Dataset: bindingdb_ic50. (1) The compound is CNS(=O)(=O)c1ccc(N(C)C)c(Nc2ncnc3ccn(C)c23)c1. The target protein (Q59H18) has sequence MGNYKSRPTQTCTDEWKKKVSESYVITIERLEDDLQIKEKELTELRNIFGSDEAFSKVNLNYRTENGLSLLHLCCICGGKKSHIRTLMLKGLRPSRLTRNGFTALHLAVYKDNAELITSLLHSGADIQQVGYGGLTALHIATIAGHLEAADVLLQHGANVNIQDAVFFTPLHIAAYYGHEQVTRLLLKFGADVNVSGEVGDRPLHLASAKGFLNIAKLLMEEGSKADVNAQDNEDHVPLHFCSRFGHHDIVKYLLQSDLEVQPHVVNIYGDTPLHLACYNGKFEVAKEIIQISGTESLTKENIFSETAFHSACTYGKSIDLVKFLLDQNVININHQGRDGHTGLHSACYHGHIRLVQFLLDNGADMNLVACDPSRSSGEKDEQTCLMWAYEKGHDAIVTLLKHYKRPQDELPCNEYSQPGGDGSYVSVPSPLGKIKSMTKEKADILLLRAGLPSHFHLQLSEIEFHEIIGSGSFGKVYKGRCRNKIVAIKRYRANTYCSK.... The pIC50 is 7.3. (2) The target protein sequence is MAVDPPKADPKGVVAVDPTANCGSGLKSREDQGAKAGGCCSSRDQVCRCLRANLLVLLTVAAAVAGVVLGLGVSAAGGAEALGHARFTAFAFPGELLLRLLEMIILPLVVCSLIGGAASLDPSALGRLGAWALLFFLVTTLLSSALGVALALALKPGAAFAAINSSVVDSSVHRAPTKEVLDSFLELLRNMFPSNLVSASAAFRIPCGACPQRSNATMDQPHCEMKMNILGLVVFAIVFGVALRKLGPEGELLIRFFNSFNDATMVLVSWIMWYAPIGILFLVAGKIVEMKDIRQLFIGLGKYIVCCLLGHAIHGLLVLPLIYFLFTRKNPYRFLWGIVTPLATAFGTSSSSATLPLMMKCVEEKNGVAKHISRFILPIGATVNMDGAALFQCVAAVFIAQLNGMSLDFVKIITILVTATASSVGAAGIPAGGVLTLAIILEAISLPVKDISLILAVDWLVDRSCTVLNVEGDAFGAGLLQSYVDRTKMPSSEPELIQVK.... The small molecule is N[C@@H](CCN(Cc1ccccc1OCc1cccc(Cl)c1)Cc1ccccc1OCc1cccc(Cl)c1)C(=O)O. The pIC50 is 4.9. (3) The small molecule is CC(C)(C)n1nc(-c2ccc3cc(O)ccc3c2)c(C(N)=O)c1N. The target protein sequence is MEEDDNLKKGNERNKKKAIFSNDDFTGEDSLMEDHLELREKLSEDIDMIKTSLKNNLVCSTLNDNEILTLSNYMQFFVFKSGNLVIKQGEKGSYFFIINSGKFDVYVNDKKVKTMGKGSSFGEAALIHNTQRSATIIAETDGTLWGVQRSTFRATLKQLSNRNFNENRTFIDSVSVFDMLTEAQKNMITNACVIQNFKSGETIVKQGDYGDVLYILKEGKATVYINDEEIRVLEKGSYFGERALLYDEPRSATIIAKEPTACASICRKLLNIVLGNLQVVLFRNIMTEALQQSEIFKQFSGDQLNDLADTAIVRDYPANYNILHKDKVKSVKYIIVLEGKVELFLDDTSIGILSRGMSFGDQYVLNQKQPFKHTIKSLEVCKIALITETCLADCLGNNNIDASIDYNNKKSIIKKMYIFRYLTDKQCNLLIEAFRTTRYEEGDYIIQEGEVGSRFYIIKNGEVEIVKNKKRLRTLGKNDYFGERALLYDEPRTASVISKV.... The pIC50 is 5.6. (4) The small molecule is CCN(c1cc(Cl)cc(C(=O)NCc2c(C)cc(C)[nH]c2=O)c1C)[C@H]1CC[C@@H](C(=O)O)CC1. The target protein sequence is MGQTGKKSEKGPVCWRKRVKSEYMRLRQLKRFRRADEVKSMFSSNRQKILERTEILNQEWKQRRIQPVHILTSVSSLRGTRECSVTSDLDFPTQVIPLKTLNAVASVPIMYSWSPLQQNFMVEDETVLHNIPYMGDEVLDQDGTFIEELIKNYDGKVHGDRECGFINDEIFVELVNALGQYNDDDDDDDGDDPEEREEKQKDLEDHRDDKESRPPRKFPSDKIFEAISSMFPDKGTAEELKEKYKELTEQQLPGALPPECTPNIDGPNAKSVQREQSLHSFHTLFCRRCFKYDCFLHPFHATPNTYKRKNTETALDNKPCGPQCYQHLEGAKEFAAALTAERIKTPPKRPGGRRRGRLPNNSSRPSTPTINVLESKDTDSDREAGTETGGENNDKEEEEKKDETSSSSEANSRCQTPIKMKPNIEPPENVEWSGAEASMFRVLIGTYYDNFCAIARLIGTKTCRQVYEFRVKESSIIAPAPAEDVDTPPRKKKRKHRLWA.... The pIC50 is 7.6. (5) The pIC50 is 6.5. The target protein (O14793) has sequence MQKLQLCVYIYLFMLIVAGPVDLNENSEQKENVEKEGLCNACTWRQNTKSSRIEAIKIQILSKLRLETAPNISKDVIRQLLPKAPPLRELIDQYDVQRDDSSDGSLEDDDYHATTETIITMPTESDFLMQVDGKPKCCFFKFSSKIQYNKVVKAQLWIYLRPVETPTTVFVQILRLIKPMKDGTRYTGIRSLKLDMNPGTGIWQSIDVKTVLQNWLKQPESNLGIEIKALDENGHDLAVTFPGPGEDGLNPFLEVKVTDTPKRSRRDFGLDCDEHSTESRCCRYPLTVDFEAFGWDWIIAPKRYKANYCSGECEFVFLQKYPHTHLVHQANPRGSAGPCCTPTKMSPINMLYFNGKEQIIYGKIPAMVVDRCGCS. The drug is CC[C@H](C)[C@H](NC(=O)[C@H](CCCNC(=N)N)NC(=O)[C@H](CO)NC(=O)[C@H](Cc1ccc(O)cc1)NC(=O)[C@H](CCCNC(=N)N)NC(=O)[C@@H](NC(=O)[C@H](CC(N)=O)NC(=O)[C@H](CCC(N)=O)NC(=O)[C@H](CCCNC(=N)N)NC(=O)COc1ccc2ccccc2c1)[C@@H](C)O)C(=O)N[C@@H](CCC(=O)O)C(=O)N[C@@H](Cc1c[nH]c2ccccc12)C(=O)N[C@H](C(=O)N[C@@H](CCCCN)C(=O)N[C@H](C(=O)N[C@@H](CCC(N)=O)C(=O)N[C@H](C(=O)N[C@H](C(=O)N[C@@H](CO)C(=O)N[C@@H](CCCCN)C(=O)N[C@@H](CC(C)C)C(=O)N[C@@H](CCCNC(=N)N)C(=O)N[C@@H](CC(C)C)C(N)=O)[C@@H](C)CC)[C@@H](C)CC)[C@@H](C)CC)[C@@H](C)CC. (6) The compound is O=C1C[C@H](O[C@@H]2O[C@H](CO)[C@@H](O)[C@H](O)[C@H]2O)CO1. The target protein (P43428) has sequence MEERMNVLHDFGIQSTRYLQVNYEDSQDWFVLVSVIADLRNAFYVLFPIWFHIQETVGINLLWVAVVGDWFNLVFKWILFGQRPYWWVLDTDYYSNSSVPLIKQFPVTCETGPGSPSGHAMGTAGVYYVMVTSTLAIFRGKKKSTYGFRCLNVVLWLGYWAVQLNVCLSRIYLAAHFPHQVVAGVLSGIAVAETFSHIRGIYNASLQRYCLITFFLFGFALGFYLLLKGLGVDLLWTLEKAKRWCERPEWVHLDTTPFASLFKNLGTLLGLGLALNSSMYRKSCKGELRKSLPFRLACIVASLGLLHLFDSLKPPSQIESIFYILSFCKSATVPFASVSLIPYCLARLLGQTHKKSL. The pIC50 is 3.4.